Dataset: CYP2C9 inhibition data for predicting drug metabolism from PubChem BioAssay. Task: Regression/Classification. Given a drug SMILES string, predict its absorption, distribution, metabolism, or excretion properties. Task type varies by dataset: regression for continuous measurements (e.g., permeability, clearance, half-life) or binary classification for categorical outcomes (e.g., BBB penetration, CYP inhibition). Dataset: cyp2c9_veith. (1) The compound is COc1cc(CNC2CCCC2)cc(Cl)c1OCc1ccccc1Cl.Cl. The result is 0 (non-inhibitor). (2) The result is 0 (non-inhibitor). The compound is COCCNC(=O)C(c1ccc(C)o1)N(CC1CCCO1)C(=O)Cn1nnc2ccccc21. (3) The molecule is Cc1onc(-c2ccccc2Cl)c1C(=O)Nc1nnc(Cc2ccc(Cl)cc2)s1. The result is 1 (inhibitor).